Dataset: Full USPTO retrosynthesis dataset with 1.9M reactions from patents (1976-2016). Task: Predict the reactants needed to synthesize the given product. (1) Given the product [CH3:26][O:27][C:28](=[O:40])[C:29]1[C:34]([C:35]([F:36])([F:37])[F:38])=[CH:33][C:32]([O:8][C:6]2[CH:5]=[CH:4][C:3]([CH:9]([CH3:25])[C:10]([C:16]3[CH:17]=[C:18]([CH3:24])[C:19](=[O:23])[N:20]([CH3:22])[CH:21]=3)([OH:15])[C:11]([F:13])([F:14])[F:12])=[C:2]([Cl:1])[CH:7]=2)=[N:31][CH:30]=1, predict the reactants needed to synthesize it. The reactants are: [Cl:1][C:2]1[CH:7]=[C:6]([OH:8])[CH:5]=[CH:4][C:3]=1[CH:9]([CH3:25])[C:10]([C:16]1[CH:17]=[C:18]([CH3:24])[C:19](=[O:23])[N:20]([CH3:22])[CH:21]=1)([OH:15])[C:11]([F:14])([F:13])[F:12].[CH3:26][O:27][C:28](=[O:40])[C:29]1[C:34]([C:35]([F:38])([F:37])[F:36])=[CH:33][C:32](Cl)=[N:31][CH:30]=1.N12CCN(CC1)CC2. (2) The reactants are: [CH3:1][O:2][C:3]1[CH:4]=[C:5]([C:11](=O)[CH2:12][C:13]2[CH:18]=[CH:17][N:16]=[C:15]([Cl:19])[N:14]=2)[CH:6]=[C:7]([O:9][CH3:10])[CH:8]=1.[CH3:21][N:22]([CH3:26])[C:23]([NH2:25])=[S:24]. Given the product [CH3:1][O:2][C:3]1[CH:4]=[C:5]([C:11]2[N:25]=[C:23]([N:22]([CH3:26])[CH3:21])[S:24][C:12]=2[C:13]2[CH:18]=[CH:17][N:16]=[C:15]([Cl:19])[N:14]=2)[CH:6]=[C:7]([O:9][CH3:10])[CH:8]=1.[CH3:21][N:22]([CH3:26])[C:23]([NH2:25])=[S:24], predict the reactants needed to synthesize it. (3) Given the product [OH:6][C:7]1[CH:8]=[C:9]2[C:17](=[CH:18][CH:19]=1)[N:16]([C:20](=[O:22])[CH3:21])[C:15]1[C:14]3[CH:23]=[CH:24][CH:25]=[CH:26][C:13]=3[S:12][CH2:11][C:10]2=1, predict the reactants needed to synthesize it. The reactants are: C([Si](C)(C)[O:6][C:7]1[CH:8]=[C:9]2[C:17](=[CH:18][CH:19]=1)[N:16]([C:20](=[O:22])[CH3:21])[C:15]1[C:14]3[CH:23]=[CH:24][CH:25]=[CH:26][C:13]=3[S:12][CH2:11][C:10]2=1)(C)(C)C.CCCC[N+](CCCC)(CCCC)CCCC.[F-].